From a dataset of Peptide-MHC class II binding affinity with 134,281 pairs from IEDB. Regression. Given a peptide amino acid sequence and an MHC pseudo amino acid sequence, predict their binding affinity value. This is MHC class II binding data. (1) The peptide sequence is LVGPFNFRFMSKGGMRNVFDEVIPT. The MHC is DRB3_0202 with pseudo-sequence DRB3_0202. The binding affinity (normalized) is 0.434. (2) The peptide sequence is EKKYFEATQFEPLAA. The MHC is HLA-DPA10201-DPB10101 with pseudo-sequence HLA-DPA10201-DPB10101. The binding affinity (normalized) is 0.965. (3) The peptide sequence is KTSFSSRLLVNEKDY. The MHC is DRB1_0101 with pseudo-sequence DRB1_0101. The binding affinity (normalized) is 0.529. (4) The peptide sequence is LRYYRITYGETGGNS. The MHC is DRB1_0405 with pseudo-sequence DRB1_0405. The binding affinity (normalized) is 0.459. (5) The peptide sequence is KFWELVDEERKLHQQ. The MHC is HLA-DQA10201-DQB10402 with pseudo-sequence HLA-DQA10201-DQB10402. The binding affinity (normalized) is 0.